Dataset: Full USPTO retrosynthesis dataset with 1.9M reactions from patents (1976-2016). Task: Predict the reactants needed to synthesize the given product. (1) Given the product [S:2]1[C:6]([NH:7][S:20]([C:17]2[CH:16]=[CH:15][C:14]([C:12]#[N:13])=[CH:19][CH:18]=2)(=[O:22])=[O:21])=[CH:5][C:4]2[CH:8]=[CH:9][CH:10]=[CH:11][C:3]1=2, predict the reactants needed to synthesize it. The reactants are: Cl.[S:2]1[C:6]([NH2:7])=[CH:5][C:4]2[CH:8]=[CH:9][CH:10]=[CH:11][C:3]1=2.[C:12]([C:14]1[CH:19]=[CH:18][C:17]([S:20](Cl)(=[O:22])=[O:21])=[CH:16][CH:15]=1)#[N:13]. (2) The reactants are: Br[CH:2]([CH3:4])[CH3:3].Cl.[NH:6]1[CH2:9][CH:8]([NH:10][S:11]([CH2:14][CH2:15][NH:16][C:17]([C:19]2[S:20][C:21]([Cl:24])=[CH:22][CH:23]=2)=[O:18])(=[O:13])=[O:12])[CH2:7]1.C([O-])([O-])=O.[K+].[K+]. Given the product [CH:2]([N:6]1[CH2:9][CH:8]([NH:10][S:11]([CH2:14][CH2:15][NH:16][C:17]([C:19]2[S:20][C:21]([Cl:24])=[CH:22][CH:23]=2)=[O:18])(=[O:12])=[O:13])[CH2:7]1)([CH3:4])[CH3:3], predict the reactants needed to synthesize it.